Dataset: Reaction yield outcomes from USPTO patents with 853,638 reactions. Task: Predict the reaction yield, written as a fraction of the theoretical maximum amount of product (1.0 means a 100% yield; for example, 0.34 means a 34% yield). (1) The reactants are [C:1]([O:5][C:6]([N:8]1[C@H:17]([C:18](O)=[O:19])[CH2:16][C:15]2[C:10](=[CH:11][CH:12]=[CH:13][CH:14]=2)[CH2:9]1)=[O:7])([CH3:4])([CH3:3])[CH3:2].F[P-](F)(F)(F)(F)F.N1(O[P+](N(C)C)(N(C)C)N(C)C)C2C=CC=CC=2N=N1.CN1CCOCC1.[CH3:55][NH:56][C@H:57]1[C:66]2[C:61](=[CH:62][CH:63]=[CH:64][CH:65]=2)[CH2:60][CH2:59][CH2:58]1. The catalyst is CN(C=O)C. The product is [CH3:55][N:56]([C@H:57]1[C:66]2[C:61](=[CH:62][CH:63]=[CH:64][CH:65]=2)[CH2:60][CH2:59][CH2:58]1)[C:18]([C@@H:17]1[CH2:16][C:15]2[C:10](=[CH:11][CH:12]=[CH:13][CH:14]=2)[CH2:9][N:8]1[C:6]([O:5][C:1]([CH3:3])([CH3:2])[CH3:4])=[O:7])=[O:19]. The yield is 0.420. (2) The reactants are [NH2:1][C:2]1[CH:3]=[C:4]([CH:8]=[CH:9][C:10]=1[Cl:11])[C:5]([OH:7])=[O:6].[C:12](=O)([O-])[O-].CI.C(OCC)(=O)C. The catalyst is CN(C)C=O.C(OCC)C. The product is [NH2:1][C:2]1[CH:3]=[C:4]([CH:8]=[CH:9][C:10]=1[Cl:11])[C:5]([O:7][CH3:12])=[O:6]. The yield is 0.970. (3) The reactants are [NH2:1][C:2]1[N:3]([CH3:24])[C:4](=[O:23])[C:5]2([C:15]3[C:10](=[CH:11][CH:12]=[C:13](Br)[CH:14]=3)[O:9][CH:8]([C:17]3[CH:22]=[CH:21][CH:20]=[CH:19][CH:18]=3)[CH2:7]2)[N:6]=1.[C:25]([C:27]1[CH:32]=[CH:31][C:30](B(O)O)=[CH:29][CH:28]=1)#[N:26]. The catalyst is C1(C)C=CC=CC=1.C([O-])([O-])=O.[Na+].[Na+].C1C=CC([P]([Pd]([P](C2C=CC=CC=2)(C2C=CC=CC=2)C2C=CC=CC=2)([P](C2C=CC=CC=2)(C2C=CC=CC=2)C2C=CC=CC=2)[P](C2C=CC=CC=2)(C2C=CC=CC=2)C2C=CC=CC=2)(C2C=CC=CC=2)C2C=CC=CC=2)=CC=1. The product is [NH2:1][C:2]1[N:3]([CH3:24])[C:4](=[O:23])[C:5]2([C:15]3[C:10](=[CH:11][CH:12]=[C:13]([C:29]4[CH:28]=[C:27]([CH:32]=[CH:31][CH:30]=4)[C:25]#[N:26])[CH:14]=3)[O:9][CH:8]([C:17]3[CH:22]=[CH:21][CH:20]=[CH:19][CH:18]=3)[CH2:7]2)[N:6]=1. The yield is 0.290. (4) The reactants are [OH:1][C:2]1[CH:3]=[C:4]([CH:8]=[CH:9][CH:10]=1)[C:5]([OH:7])=O.CN1CCOCC1.[N:18]1([CH2:23][CH2:24][CH2:25][S:26]([C:29]2[CH:34]=[CH:33][C:32]([NH:35][C:36]3[N:41]=[CH:40][C:39]([NH2:42])=[CH:38][N:37]=3)=[CH:31][CH:30]=2)(=[O:28])=[O:27])[CH2:22][CH2:21][CH2:20][CH2:19]1.CN(C=O)C. The catalyst is C(Cl)Cl. The product is [OH:1][C:2]1[CH:3]=[C:4]([CH:8]=[CH:9][CH:10]=1)[C:5]([NH:42][C:39]1[CH:40]=[N:41][C:36]([NH:35][C:32]2[CH:33]=[CH:34][C:29]([S:26]([CH2:25][CH2:24][CH2:23][N:18]3[CH2:22][CH2:21][CH2:20][CH2:19]3)(=[O:27])=[O:28])=[CH:30][CH:31]=2)=[N:37][CH:38]=1)=[O:7]. The yield is 0.0900. (5) The reactants are [N+:1]([C:4]1[CH:9]=[CH:8][CH:7]=[C:6]([O:10][CH3:11])[C:5]=1[OH:12])([O-])=O.[CH2:13](OC(OCC)OCC)C. The catalyst is C1(C)C=CC(S(O)(=O)=O)=CC=1. The product is [CH3:11][O:10][C:6]1[C:5]2[O:12][CH:13]=[N:1][C:4]=2[CH:9]=[CH:8][CH:7]=1. The yield is 0.850. (6) The reactants are [CH2:1]1[C:5]2([CH2:10][CH2:9][CH:8]([OH:11])[CH2:7][CH2:6]2)[CH2:4][CH2:3][CH2:2]1.[CH3:12][O:13][C:14]([C:16]1[CH:25]=[CH:24][C:23]2[C:18](=[CH:19][CH:20]=[C:21](O)[CH:22]=2)[CH:17]=1)=[O:15].C1(P(C2C=CC=CC=2)C2C=CC=CC=2)C=CC=CC=1.C1(C)C=CC=CC=1.N(C(OC(C)C)=O)=NC(OC(C)C)=O. The catalyst is C(Cl)Cl. The product is [CH2:1]1[C:5]2([CH2:10][CH2:9][CH:8]([O:11][C:21]3[CH:22]=[C:23]4[C:18](=[CH:19][CH:20]=3)[CH:17]=[C:16]([C:14]([O:13][CH3:12])=[O:15])[CH:25]=[CH:24]4)[CH2:7][CH2:6]2)[CH2:4][CH2:3][CH2:2]1. The yield is 0.610. (7) The reactants are [CH2:1]([O:8][C:9]1[CH:28]=[CH:27][C:12]([CH2:13][C:14]2[O:18][N:17]=[C:16]([C:19]3[C:20]([NH2:26])=[N:21][CH:22]=[C:23](Cl)[CH:24]=3)[CH:15]=2)=[CH:11][CH:10]=1)[C:2]1[CH:7]=[CH:6][CH:5]=[CH:4][CH:3]=1.C(O)=O.C(N(CC)C(C)C)(C)C.O. The catalyst is CN1CCCC1=O.C1C=CC([P]([Pd]([P](C2C=CC=CC=2)(C2C=CC=CC=2)C2C=CC=CC=2)([P](C2C=CC=CC=2)(C2C=CC=CC=2)C2C=CC=CC=2)[P](C2C=CC=CC=2)(C2C=CC=CC=2)C2C=CC=CC=2)(C2C=CC=CC=2)C2C=CC=CC=2)=CC=1.C(OCC)(=O)C. The product is [CH2:1]([O:8][C:9]1[CH:10]=[CH:11][C:12]([CH2:13][C:14]2[O:18][N:17]=[C:16]([C:19]3[C:20]([NH2:26])=[N:21][CH:22]=[CH:23][CH:24]=3)[CH:15]=2)=[CH:27][CH:28]=1)[C:2]1[CH:3]=[CH:4][CH:5]=[CH:6][CH:7]=1. The yield is 0.110. (8) The reactants are CO.[NH2:3][OH:4].[C-]#N.[K+].[C:8](O)(=O)[CH2:9][C:10]([CH2:15][C:16]([OH:18])=O)(C(O)=O)O.[CH2:21]1[CH2:25]O[CH2:23][CH2:22]1. No catalyst specified. The product is [OH:4][NH:3][C:16](=[O:18])[CH2:15][CH2:10][C:9]1[CH:8]=[CH:25][CH:21]=[CH:22][CH:23]=1. The yield is 0.670.